This data is from Forward reaction prediction with 1.9M reactions from USPTO patents (1976-2016). The task is: Predict the product of the given reaction. (1) Given the reactants [C-]#N.[Na+].C1(C)C=CC=CC=1.C[NH:12][CH2:13][CH2:14]NC.Br[C:18]1[CH:19]=[C:20]([O:26][CH3:27])[C:21]([O:24][CH3:25])=[CH:22]C=1, predict the reaction product. The product is: [CH3:25][O:24][C:21]1[CH:22]=[C:14]([CH:18]=[CH:19][C:20]=1[O:26][CH3:27])[C:13]#[N:12]. (2) The product is: [OH:8][CH2:9][CH2:10][N:11]1[CH:15]=[CH:14][C:13]([NH:16][C:17]2[C:18]3[N:19]([C:24]([C:27]#[N:28])=[CH:25][N:26]=3)[N:20]=[C:21]([NH:34][C:33]3[CH:35]=[C:36]([N:38]4[C:42]([CH3:43])=[N:41][N:40]=[N:39]4)[CH:37]=[C:31]([O:30][CH3:29])[CH:32]=3)[CH:22]=2)=[N:12]1. Given the reactants [Si]([O:8][CH2:9][CH2:10][N:11]1[CH:15]=[CH:14][C:13]([NH:16][C:17]2[C:18]3[N:19]([C:24]([C:27]#[N:28])=[CH:25][N:26]=3)[N:20]=[C:21](Cl)[CH:22]=2)=[N:12]1)(C(C)(C)C)(C)C.[CH3:29][O:30][C:31]1[CH:32]=[C:33]([CH:35]=[C:36]([N:38]2[C:42]([CH3:43])=[N:41][N:40]=[N:39]2)[CH:37]=1)[NH2:34].C(P(C(C)(C)C)C1(C)CC1(C1C=CC=CC=1)C1C=CC=CC=1)(C)(C)C.CC(C)([O-])C.[Na+], predict the reaction product.